This data is from Catalyst prediction with 721,799 reactions and 888 catalyst types from USPTO. The task is: Predict which catalyst facilitates the given reaction. (1) Reactant: [F:1][C:2]1[CH:11]=[C:10]2[C:5]([C:6](=[O:23])[C:7]([C:18]([O:20][CH2:21][CH3:22])=[O:19])=[CH:8][N:9]2[C@@H:12]([CH:15]([CH3:17])[CH3:16])[CH2:13][OH:14])=[CH:4][C:3]=1[I:24].N1C=CC=CC=1.Cl[C:32]([O:34][CH3:35])=[O:33]. Product: [F:1][C:2]1[CH:11]=[C:10]2[C:5]([C:6](=[O:23])[C:7]([C:18]([O:20][CH2:21][CH3:22])=[O:19])=[CH:8][N:9]2[C@@H:12]([CH:15]([CH3:16])[CH3:17])[CH2:13][O:14][C:32]([O:34][CH3:35])=[O:33])=[CH:4][C:3]=1[I:24]. The catalyst class is: 22. (2) Reactant: [NH2:1][C:2]1[N:7]=[CH:6][N:5]=[C:4]2[N:8]([C@@H:24]3[CH2:29][CH2:28][CH2:27][N:26]([C:30](=[O:34])[CH2:31][C:32]#[N:33])[CH2:25]3)[N:9]=[C:10]([C:11]3[CH:16]=[CH:15][C:14]([O:17][C:18]4[CH:23]=[CH:22][CH:21]=[CH:20][CH:19]=4)=[CH:13][CH:12]=3)[C:3]=12.CO.N1CCCCC1.[CH:43](=O)[C:44]([CH3:47])([CH3:46])[CH3:45]. Product: [NH2:1][C:2]1[N:7]=[CH:6][N:5]=[C:4]2[N:8]([C@@H:24]3[CH2:29][CH2:28][CH2:27][N:26]([C:30]([C:31](=[CH:43][C:44]([CH3:47])([CH3:46])[CH3:45])[C:32]#[N:33])=[O:34])[CH2:25]3)[N:9]=[C:10]([C:11]3[CH:12]=[CH:13][C:14]([O:17][C:18]4[CH:19]=[CH:20][CH:21]=[CH:22][CH:23]=4)=[CH:15][CH:16]=3)[C:3]=12. The catalyst class is: 4.